Dataset: Experimentally validated miRNA-target interactions with 360,000+ pairs, plus equal number of negative samples. Task: Binary Classification. Given a miRNA mature sequence and a target amino acid sequence, predict their likelihood of interaction. (1) The miRNA is hsa-miR-520g-3p with sequence ACAAAGUGCUUCCCUUUAGAGUGU. The protein sequence of the target gene is MSTRKRRGGAINSRQAQKRTREATSTPEISLEAEPIELVETAGDEIVDLTCESLEPVVVDLTHNDSVVIVDERRRPRRNARRLPQDHADSCVVSSDDEELSRDRDVYVTTHTPRNARDEGATGLRPSGTVSCPICMDGYSEIVQNGRLIVSTECGHVFCSQCLRDSLKNANTCPTCRKKINHKRYHPIYI. Result: 0 (no interaction). (2) The miRNA is hsa-miR-4441 with sequence ACAGGGAGGAGAUUGUA. The protein sequence of the target gene is METQADLVSQEPQALLDSALPSKVPAFSDKDSLGDEMLAAALLKAKSQELVTFEDVAVYFIRKEWKRLEPAQRDLYRDVMLENYGNVFSLDRETRTENDQEISEDTRSHGVLLGRFQKDISQGLKFKEAYEREVSLKRPLGNSPGERLNRKMPDFGQVTVEEKLTPRGERSEKYNDFGNSFTVNSNLISHQRLPVGDRPHKCDECSKSFNRTSDLIQHQRIHTGEKPYECNECGKAFSQSSHLIQHQRIHTGEKPYECSDCGKTFSCSSALILHRRIHTGEKPYECNECGKTFSWSSTLT.... Result: 1 (interaction).